From a dataset of Full USPTO retrosynthesis dataset with 1.9M reactions from patents (1976-2016). Predict the reactants needed to synthesize the given product. (1) Given the product [CH:17]1([N:14]2[CH2:15][CH2:16][N:11]([C:9]([CH:1]3[C:3]4([CH2:8][CH2:7][N:6]([C:22]5[CH:27]=[CH:26][CH:25]=[C:24]([O:28][CH3:29])[N:23]=5)[CH2:5][CH2:4]4)[CH2:2]3)=[O:10])[CH2:12][CH2:13]2)[CH2:18][CH2:19][CH2:20]1, predict the reactants needed to synthesize it. The reactants are: [CH:1]1([C:9]([N:11]2[CH2:16][CH2:15][N:14]([CH:17]3[CH2:20][CH2:19][CH2:18]3)[CH2:13][CH2:12]2)=[O:10])[C:3]2([CH2:8][CH2:7][NH:6][CH2:5][CH2:4]2)[CH2:2]1.Cl[C:22]1[CH:27]=[CH:26][CH:25]=[C:24]([O:28][CH3:29])[N:23]=1. (2) The reactants are: [CH3:1][O:2][C:3]1[CH:4]=[C:5]([C:11]2[C:19]3[C:14](=[N:15][CH:16]=[CH:17][CH:18]=3)[NH:13][CH:12]=2)[CH:6]=[CH:7][C:8]=1[O:9][CH3:10].[OH-].[K+].C[C:23]1[CH:24]=[C:25]2[C:30](=[C:31]([S:33](Cl)(=[O:35])=[O:34])[CH:32]=1)[N:29]=[CH:28][CH:27]=[CH:26]2.[CH2:37](Cl)Cl. Given the product [CH3:1][O:2][C:3]1[CH:4]=[C:5]([C:11]2[C:19]3[C:14](=[N:15][CH:16]=[CH:17][CH:18]=3)[N:13]([S:33]([C:31]3[CH:32]=[CH:23][CH:24]=[C:25]4[C:30]=3[N:29]=[CH:28][C:27]([CH3:37])=[CH:26]4)(=[O:34])=[O:35])[CH:12]=2)[CH:6]=[CH:7][C:8]=1[O:9][CH3:10], predict the reactants needed to synthesize it. (3) The reactants are: Br[C:2]1[CH:7]=[C:6]([C:8]([OH:10])=[O:9])[CH:5]=[CH:4][N:3]=1.S(O)(O)(=O)=O.[NH2:16][C:17]1[NH:18][CH:19]=[CH:20][N:21]=1.OC1C=CC=C2C=1N=CC=C2.C([O-])([O-])=O.[Cs+].[Cs+]. Given the product [NH2:16][C:17]1[N:18]([C:2]2[CH:7]=[C:6]([CH:5]=[CH:4][N:3]=2)[C:8]([OH:10])=[O:9])[CH:19]=[CH:20][N:21]=1, predict the reactants needed to synthesize it. (4) The reactants are: [OH:1][N:2]1[C:6](=[O:7])[C:5]2=[CH:8][CH:9]=[CH:10][CH:11]=[C:4]2[C:3]1=[O:12].CCN(CC)CC.[F:20][C:21]([F:35])([F:34])[C:22]1[CH:29]=[CH:28][C:27]([C:30]([F:33])([F:32])[F:31])=[CH:26][C:23]=1[CH2:24]Br.CO. Given the product [F:20][C:21]([F:34])([F:35])[C:22]1[CH:29]=[CH:28][C:27]([C:30]([F:33])([F:31])[F:32])=[CH:26][C:23]=1[CH2:24][O:1][N:2]1[C:3](=[O:12])[C:4]2=[CH:11][CH:10]=[CH:9][CH:8]=[C:5]2[C:6]1=[O:7], predict the reactants needed to synthesize it. (5) The reactants are: FC1C=[C:4]([NH:9][C:10]2[C:11](=[O:23])[NH:12][C:13](=[O:22])[C:14]=2[C:15]2[CH:20]=[CH:19][C:18]([I:21])=[CH:17][CH:16]=2)[CH:5]=CC=1C.[CH3:24][O:25]CCN. Given the product [CH3:24][O:25][CH2:5][CH2:4][NH:9][C:10]1[C:11](=[O:23])[NH:12][C:13](=[O:22])[C:14]=1[C:15]1[CH:16]=[CH:17][C:18]([I:21])=[CH:19][CH:20]=1, predict the reactants needed to synthesize it. (6) Given the product [C:1]([NH:4][C:5]1[CH:6]=[C:7]([CH:40]=[CH:41][CH:42]=1)[C:8]([NH:10][C:11]1[CH:20]=[C:19]([C:21]2[C:30]3[C:25](=[CH:26][C:27]([O:36][CH3:37])=[C:28]4[O:33][C:32]([CH3:35])([CH3:34])[CH2:31][C:29]4=3)[CH2:24][C:23]([CH3:39])([CH3:38])[N:22]=2)[CH:18]=[CH:17][C:12]=1[C:13]([OH:15])=[O:14])=[O:9])(=[O:3])[CH3:2], predict the reactants needed to synthesize it. The reactants are: [C:1]([NH:4][C:5]1[CH:6]=[C:7]([CH:40]=[CH:41][CH:42]=1)[C:8]([NH:10][C:11]1[CH:20]=[C:19]([C:21]2[C:30]3[C:25](=[CH:26][C:27]([O:36][CH3:37])=[C:28]4[O:33][C:32]([CH3:35])([CH3:34])[CH2:31][C:29]4=3)[CH2:24][C:23]([CH3:39])([CH3:38])[N:22]=2)[CH:18]=[CH:17][C:12]=1[C:13]([O:15]C)=[O:14])=[O:9])(=[O:3])[CH3:2].[OH-].[Na+].Cl.